This data is from Full USPTO retrosynthesis dataset with 1.9M reactions from patents (1976-2016). The task is: Predict the reactants needed to synthesize the given product. (1) Given the product [C:1]([C@H:5]1[CH2:10][CH2:9][C@H:8]([O:11][C:12]2[CH:13]=[C:14]3[C:19](=[CH:20][CH:21]=2)[N:18]=[C:17](/[C:22](=[N:31]\[S@@:29]([C:26]([CH3:28])([CH3:27])[CH3:25])=[O:30])/[CH3:23])[CH:16]=[CH:15]3)[CH2:7][CH2:6]1)([CH3:4])([CH3:3])[CH3:2], predict the reactants needed to synthesize it. The reactants are: [C:1]([CH:5]1[CH2:10][CH2:9][CH:8]([O:11][C:12]2[CH:13]=[C:14]3[C:19](=[CH:20][CH:21]=2)[N:18]=[C:17]([C:22](=O)[CH3:23])[CH:16]=[CH:15]3)[CH2:7][CH2:6]1)([CH3:4])([CH3:3])[CH3:2].[CH3:25][C:26]([S@@:29]([NH2:31])=[O:30])([CH3:28])[CH3:27].C(Cl)Cl. (2) Given the product [Cl:2][C:3]1[C:4]([NH:13][C@H:14]2[CH2:18][CH2:17][CH2:16][C@@H:15]2[NH:19][C:27](=[O:28])[C:26]2[CH:30]=[CH:31][CH:32]=[CH:33][C:25]=2[N:21]2[N:22]=[CH:23][CH:24]=[N:20]2)=[N:5][CH:6]=[C:7]([C:9]([F:11])([F:12])[F:10])[N:8]=1, predict the reactants needed to synthesize it. The reactants are: Cl.[Cl:2][C:3]1[C:4]([NH:13][C@H:14]2[CH2:18][CH2:17][CH2:16][C@@H:15]2[NH2:19])=[N:5][CH:6]=[C:7]([C:9]([F:12])([F:11])[F:10])[N:8]=1.[N:20]1[N:21]([C:25]2[CH:33]=[CH:32][CH:31]=[CH:30][C:26]=2[C:27](O)=[O:28])[N:22]=[CH:23][CH:24]=1.CN(C(ON1N=NC2C=CC=NC1=2)=[N+](C)C)C.F[P-](F)(F)(F)(F)F.C(N(CC)CC)C. (3) Given the product [Cl:1][C:2]1[C:12]([F:13])=[CH:11][CH:10]=[C:9]([F:14])[C:3]=1[CH2:4][N:5]1[C:18](=[O:17])[C:19]([C:20]([O:22][CH2:23][CH3:24])=[O:21])=[CH:25][NH:8][C:6]1=[O:7], predict the reactants needed to synthesize it. The reactants are: [Cl:1][C:2]1[C:12]([F:13])=[CH:11][CH:10]=[C:9]([F:14])[C:3]=1[CH2:4][NH:5][C:6]([NH2:8])=[O:7].C([O:17][CH:18]=[C:19]([C:25](OCC)=O)[C:20]([O:22][CH2:23][CH3:24])=[O:21])C.[O-]CC.[Na+].Cl.